From a dataset of Forward reaction prediction with 1.9M reactions from USPTO patents (1976-2016). Predict the product of the given reaction. (1) Given the reactants [C:1]([C:5]1[O:9][N:8]=[C:7]([NH:10][C:11]([NH:13][C:14]2[CH:19]=[CH:18][CH:17]=[C:16]([S:20][C:21]3[C:30]4[C:25](=[CH:26][C:27]([O:41][CH3:42])=[C:28]([O:31][CH2:32][CH2:33][CH2:34][N:35]5[CH2:40][CH2:39]C[CH2:37][CH2:36]5)[CH:29]=4)[N:24]=[CH:23][N:22]=3)[CH:15]=2)=[O:12])[CH:6]=1)([CH3:4])([CH3:3])[CH3:2].[CH3:43][S:44]([N:47]1CCNCC1)(=[O:46])=[O:45], predict the reaction product. The product is: [C:1]([C:5]1[O:9][N:8]=[C:7]([NH:10][C:11]([NH:13][C:14]2[CH:19]=[CH:18][CH:17]=[C:16]([S:20][C:21]3[C:30]4[C:25](=[CH:26][C:27]([O:41][CH3:42])=[C:28]([O:31][CH2:32][CH2:33][CH2:34][N:35]5[CH2:40][CH2:39][N:47]([S:44]([CH3:43])(=[O:46])=[O:45])[CH2:37][CH2:36]5)[CH:29]=4)[N:24]=[CH:23][N:22]=3)[CH:15]=2)=[O:12])[CH:6]=1)([CH3:3])([CH3:2])[CH3:4]. (2) Given the reactants [CH2:1]([O:8][C:9]1[C:10]([NH:15][C:16]([NH2:18])=[S:17])=[N:11][CH:12]=[CH:13][CH:14]=1)[C:2]1[CH:7]=[CH:6][CH:5]=[CH:4][CH:3]=1.Br[CH2:20][C:21](=O)[CH2:22][CH2:23][C:24]([O:26][CH3:27])=[O:25].C(N(CC)CC)C, predict the reaction product. The product is: [CH2:1]([O:8][C:9]1[C:10]([NH:15][C:16]2[S:17][CH:20]=[C:21]([CH2:22][CH2:23][C:24]([O:26][CH3:27])=[O:25])[N:18]=2)=[N:11][CH:12]=[CH:13][CH:14]=1)[C:2]1[CH:3]=[CH:4][CH:5]=[CH:6][CH:7]=1. (3) Given the reactants [Cl:1][C:2]1[CH:10]=[C:9]2[C:5]([CH:6]=[CH:7][N:8]2[CH2:11][C:12]#[N:13])=[CH:4][CH:3]=1.[Cl-].Cl[C:16](=[N+:18]([CH3:20])[CH3:19])Cl.[OH2:21], predict the reaction product. The product is: [CH3:19][N:18]([CH3:20])[C:16]([C:6]1[C:5]2[C:9](=[CH:10][C:2]([Cl:1])=[CH:3][CH:4]=2)[N:8]([CH2:11][C:12]#[N:13])[CH:7]=1)=[O:21]. (4) Given the reactants Br[C:2]1[NH:3][CH:4]=[C:5]2[C:9](=[O:10])[CH2:8][C:7]([CH3:12])([CH3:11])[C:6]=12.[F:13][C:14]1[CH:19]=[CH:18][CH:17]=[CH:16][C:15]=1OB(O)O, predict the reaction product. The product is: [F:13][C:14]1[CH:19]=[CH:18][CH:17]=[CH:16][C:15]=1[C:2]1[NH:3][CH:4]=[C:5]2[C:9](=[O:10])[CH2:8][C:7]([CH3:12])([CH3:11])[C:6]=12. (5) Given the reactants [CH3:1][S:2]([NH:5][C@@H:6]1[CH2:10][CH2:9][N:8]([C:11]2[CH:16]=[C:15]([C:17]([F:20])([F:19])[F:18])[CH:14]=[CH:13][C:12]=2[CH2:21][N:22]2[CH2:27][CH2:26][N:25](C(OC(C)(C)C)=O)[CH2:24][CH2:23]2)[CH2:7]1)(=[O:4])=[O:3].C(O)(C(F)(F)F)=O, predict the reaction product. The product is: [N:22]1([CH2:21][C:12]2[CH:13]=[CH:14][C:15]([C:17]([F:20])([F:18])[F:19])=[CH:16][C:11]=2[N:8]2[CH2:9][CH2:10][C@@H:6]([NH:5][S:2]([CH3:1])(=[O:3])=[O:4])[CH2:7]2)[CH2:27][CH2:26][NH:25][CH2:24][CH2:23]1.